From a dataset of Peptide-MHC class II binding affinity with 134,281 pairs from IEDB. Regression. Given a peptide amino acid sequence and an MHC pseudo amino acid sequence, predict their binding affinity value. This is MHC class II binding data. (1) The peptide sequence is KKPVKLASIVKASFEEG. The MHC is HLA-DQA10201-DQB10303 with pseudo-sequence HLA-DQA10201-DQB10303. The binding affinity (normalized) is 0.556. (2) The MHC is DRB1_0401 with pseudo-sequence DRB1_0401. The peptide sequence is MSMASSSSSSLLAMA. The binding affinity (normalized) is 0.309. (3) The peptide sequence is APGAAAAPLSWSKDI. The MHC is HLA-DPA10201-DPB10101 with pseudo-sequence HLA-DPA10201-DPB10101. The binding affinity (normalized) is 0.318. (4) The peptide sequence is ALEDDLLNRNNSFKP. The MHC is DRB3_0202 with pseudo-sequence DRB3_0202. The binding affinity (normalized) is 0.221. (5) The peptide sequence is VVVHITDDNEEPIAP. The MHC is HLA-DPA10201-DPB11401 with pseudo-sequence HLA-DPA10201-DPB11401. The binding affinity (normalized) is 0.